Task: Predict the reactants needed to synthesize the given product.. Dataset: Full USPTO retrosynthesis dataset with 1.9M reactions from patents (1976-2016) (1) Given the product [OH:6][CH:3]([CH2:4][OH:5])[CH2:2][NH:1][C:8]1[CH:15]=[CH:14][C:11]([C:12]#[N:13])=[CH:10][N:9]=1, predict the reactants needed to synthesize it. The reactants are: [NH2:1][CH2:2][CH:3]([OH:6])[CH2:4][OH:5].Cl[C:8]1[CH:15]=[CH:14][C:11]([C:12]#[N:13])=[CH:10][N:9]=1. (2) Given the product [Br:7][C:8]1[CH:17]=[C:16]([N:1]2[CH2:6][CH2:5][NH:4][CH2:3][CH2:2]2)[CH:15]=[CH:14][C:9]=1[C:10]([O:12][CH3:13])=[O:11], predict the reactants needed to synthesize it. The reactants are: [NH:1]1[CH2:6][CH2:5][NH:4][CH2:3][CH2:2]1.[Br:7][C:8]1[CH:17]=[C:16](F)[CH:15]=[CH:14][C:9]=1[C:10]([O:12][CH3:13])=[O:11]. (3) Given the product [N:1]1[N:2]=[C:3]([C:10]2[CH:19]=[CH:18][C:17]3[C:12](=[C:13]([N:20]4[CH2:21][CH2:22][C:23]([CH3:26])([NH2:27])[CH2:24][CH2:25]4)[CH:14]=[CH:15][CH:16]=3)[N:11]=2)[N:4]2[CH:9]=[CH:8][CH:7]=[CH:6][C:5]=12, predict the reactants needed to synthesize it. The reactants are: [N:1]1[N:2]=[C:3]([C:10]2[CH:19]=[CH:18][C:17]3[C:12](=[C:13]([N:20]4[CH2:25][CH2:24][C:23]([NH:27]C(=O)OCC5C=CC=CC=5)([CH3:26])[CH2:22][CH2:21]4)[CH:14]=[CH:15][CH:16]=3)[N:11]=2)[N:4]2[CH:9]=[CH:8][CH:7]=[CH:6][C:5]=12.Cl. (4) The reactants are: [CH:1]1([C:5]2[C:13](I)=[CH:12][C:8]([C:9]([OH:11])=[O:10])=[C:7]([CH3:15])[CH:6]=2)[CH2:4][CH2:3][CH2:2]1.[Li]CCCC.[C:21](=O)([O:24]C)[O:22][CH3:23]. Given the product [CH:1]1([C:5]2[C:13]([C:21]([O:22][CH3:23])=[O:24])=[CH:12][C:8]([C:9]([OH:11])=[O:10])=[C:7]([CH3:15])[CH:6]=2)[CH2:4][CH2:3][CH2:2]1, predict the reactants needed to synthesize it. (5) Given the product [CH3:1][O:2][C:3]1[CH:10]=[CH:9][CH:8]=[C:7]([O:11][CH3:12])[C:4]=1/[CH:5]=[CH:16]/[S:17]([CH2:20][S:21](/[CH:24]=[CH:25]/[C:4]1[C:3]([O:2][CH3:1])=[CH:10][CH:9]=[CH:8][C:7]=1[O:11][CH3:12])(=[O:22])=[O:23])(=[O:18])=[O:19], predict the reactants needed to synthesize it. The reactants are: [CH3:1][O:2][C:3]1[CH:10]=[CH:9][CH:8]=[C:7]([O:11][CH3:12])[C:4]=1[CH:5]=O.C([CH2:16][S:17]([CH2:20][S:21]([CH2:24][C:25](O)=O)(=[O:23])=[O:22])(=[O:19])=[O:18])(O)=O.